This data is from Full USPTO retrosynthesis dataset with 1.9M reactions from patents (1976-2016). The task is: Predict the reactants needed to synthesize the given product. (1) Given the product [C:16]([CH2:15][C:10]1[CH:11]=[CH:12][CH:13]=[CH:14][C:9]=1[C:8]1[CH:7]=[CH:6][N:5]=[CH:4][C:3]=1[N:2]([CH3:1])[C:23](=[O:25])[C:22]1[CH:26]=[C:27]([C:29]([F:32])([F:31])[F:30])[CH:28]=[C:20]([C:19]([F:18])([F:34])[F:33])[CH:21]=1)#[N:17], predict the reactants needed to synthesize it. The reactants are: [CH3:1][NH:2][C:3]1[CH:4]=[N:5][CH:6]=[CH:7][C:8]=1[C:9]1[CH:14]=[CH:13][CH:12]=[CH:11][C:10]=1[CH2:15][C:16]#[N:17].[F:18][C:19]([F:34])([F:33])[C:20]1[CH:21]=[C:22]([CH:26]=[C:27]([C:29]([F:32])([F:31])[F:30])[CH:28]=1)[C:23]([OH:25])=O. (2) Given the product [C:1]([C:5]1[CH:11]=[CH:10][C:9]([N+:12]([O-:14])=[O:13])=[CH:8][C:6]=1[F:20])([CH3:4])([CH3:3])[CH3:2], predict the reactants needed to synthesize it. The reactants are: [C:1]([C:5]1[CH:11]=[CH:10][C:9]([N+:12]([O-:14])=[O:13])=[CH:8][C:6]=1N)([CH3:4])([CH3:3])[CH3:2].Cl.N([O-])=O.[Na+].[F:20][B-](F)(F)F.[Na+].